Predict the product of the given reaction. From a dataset of Forward reaction prediction with 1.9M reactions from USPTO patents (1976-2016). (1) The product is: [CH3:3][N:4]1[C@@H:20]2[CH2:21][C:9]3[CH:10]=[CH:11][C:12]([O:24][CH3:25])=[C:13]4[O:14][CH:15]5[C:16]([CH:17]=[CH:18][C@:19]2([OH:1])[C@:7]5([C:8]=34)[CH2:6][CH2:5]1)=[O:22]. Given the reactants [OH:1]O.[CH3:3][N:4]1[C@@H:20]2[CH2:21][C:9]3[CH:10]=[CH:11][C:12]([O:24][CH3:25])=[C:13]4[O:14][C@H:15]5[C:16]([O:22]C)=[CH:17][CH:18]=[C:19]2[C@:7]5([C:8]=34)[CH2:6][CH2:5]1.[NH4+].[OH-], predict the reaction product. (2) Given the reactants [OH:1][C@H:2]1[CH2:6][N:5]([C:7]([O:9][C:10]([CH3:13])([CH3:12])[CH3:11])=[O:8])[C@H:4]([C:14]([O:16][CH3:17])=[O:15])[CH2:3]1.N1C=CN=C1.[C:23]([Si:27]([CH3:30])([CH3:29])Cl)([CH3:26])([CH3:25])[CH3:24], predict the reaction product. The product is: [Si:27]([O:1][C@H:2]1[CH2:6][N:5]([C:7]([O:9][C:10]([CH3:11])([CH3:12])[CH3:13])=[O:8])[C@H:4]([C:14]([O:16][CH3:17])=[O:15])[CH2:3]1)([C:23]([CH3:26])([CH3:25])[CH3:24])([CH3:30])[CH3:29]. (3) Given the reactants [NH2:1][C:2]1[O:3][CH:4]([CH:8]([CH3:10])[CH3:9])[C:5](=[O:7])[N:6]=1.N[CH:12]1[CH2:17][C:16]([CH3:19])([CH3:18])[NH:15][C:14]([CH3:21])([CH3:20])[CH2:13]1, predict the reaction product. The product is: [CH:8]([CH:4]1[O:3][C:2]([NH:1][CH:12]2[CH2:17][C:16]([CH3:19])([CH3:18])[NH:15][C:14]([CH3:21])([CH3:20])[CH2:13]2)=[N:6][C:5]1=[O:7])([CH3:10])[CH3:9]. (4) The product is: [CH:23]1([C:19]2[CH:20]=[C:21]([CH3:22])[C:16]([N:13]3[CH2:14][CH2:15][N:10]([C:8]([C:5]4[N:6]=[CH:7][C:2]([N:29]5[CH2:30][CH2:31][N:27]([CH3:26])[C:28]5=[O:32])=[N:3][CH:4]=4)=[O:9])[CH2:11][CH2:12]3)=[N:17][CH:18]=2)[CH2:25][CH2:24]1. Given the reactants Br[C:2]1[N:3]=[CH:4][C:5]([C:8]([N:10]2[CH2:15][CH2:14][N:13]([C:16]3[C:21]([CH3:22])=[CH:20][C:19]([CH:23]4[CH2:25][CH2:24]4)=[CH:18][N:17]=3)[CH2:12][CH2:11]2)=[O:9])=[N:6][CH:7]=1.[CH3:26][N:27]1[CH2:31][CH2:30][NH:29][C:28]1=[O:32], predict the reaction product. (5) Given the reactants [CH3:1][O:2][C:3]([C:5]1[N:6]=[C:7](I)[C:8]2[C:9](=[O:23])[N:10]([CH2:16][C:17]3[CH:22]=[CH:21][CH:20]=[CH:19][CH:18]=3)[CH:11]=[CH:12][C:13]=2[C:14]=1[OH:15])=[O:4].C([Sn](CCCC)(CCCC)[C:30]1[CH:31]=[N:32][CH:33]=[CH:34][CH:35]=1)CCC.CCOC(C)=O.Cl, predict the reaction product. The product is: [CH3:1][O:2][C:3]([C:5]1[N:6]=[C:7]([C:30]2[CH:31]=[N:32][CH:33]=[CH:34][CH:35]=2)[C:8]2[C:9](=[O:23])[N:10]([CH2:16][C:17]3[CH:22]=[CH:21][CH:20]=[CH:19][CH:18]=3)[CH:11]=[CH:12][C:13]=2[C:14]=1[OH:15])=[O:4]. (6) Given the reactants Cl[C:2]1[N:7]=[CH:6][N:5]=[C:4]([NH:8][C:9]2[CH:10]=[C:11]([CH2:15][S:16]([NH2:19])(=[O:18])=[O:17])[CH:12]=[CH:13][CH:14]=2)[N:3]=1.Cl.Cl.[NH:22]1[C:26]2[CH2:27][NH:28][CH2:29][C:25]=2[CH:24]=[N:23]1, predict the reaction product. The product is: [NH:22]1[C:26]2[CH2:27][N:28]([C:2]3[N:7]=[CH:6][N:5]=[C:4]([NH:8][C:9]4[CH:10]=[C:11]([CH2:15][S:16]([NH2:19])(=[O:18])=[O:17])[CH:12]=[CH:13][CH:14]=4)[N:3]=3)[CH2:29][C:25]=2[CH:24]=[N:23]1.